Dataset: Forward reaction prediction with 1.9M reactions from USPTO patents (1976-2016). Task: Predict the product of the given reaction. (1) Given the reactants [Na].[P:2]([OH:7])([O:5][CH3:6])[O:3][CH3:4].[CH:8]([C:10]1[CH:18]=[CH:17][CH:16]=[CH:15][C:11]=1[C:12]([OH:14])=[O:13])=O.CS(O)(=O)=O, predict the reaction product. The product is: [O:13]=[C:12]1[C:11]2[C:10](=[CH:18][CH:17]=[CH:16][CH:15]=2)[CH:8]([P:2](=[O:7])([O:5][CH3:6])[O:3][CH3:4])[O:14]1. (2) Given the reactants [CH3:1][N:2]([CH2:4][C:5]([O:7][CH2:8][CH3:9])=[O:6])[NH2:3].[CH2:10]([N:17]=[C:18]=[O:19])[C:11]1[CH:16]=[CH:15][CH:14]=[CH:13][CH:12]=1, predict the reaction product. The product is: [CH3:1][N:2]([CH2:4][C:5]([O:7][CH2:8][CH3:9])=[O:6])[NH:3][C:18](=[O:19])[NH:17][CH2:10][C:11]1[CH:16]=[CH:15][CH:14]=[CH:13][CH:12]=1.